Dataset: Forward reaction prediction with 1.9M reactions from USPTO patents (1976-2016). Task: Predict the product of the given reaction. (1) Given the reactants [CH2:1]([NH:3][C:4]1[CH:9]=[CH:8][N:7]=[CH:6][C:5]=1[NH2:10])[CH3:2].[NH2:11][C:12]1[C:13]([C:18](O)=O)=[N:14][CH:15]=[CH:16][N:17]=1, predict the reaction product. The product is: [CH2:1]([N:3]1[C:4]2[CH:9]=[CH:8][N:7]=[CH:6][C:5]=2[N:10]=[C:18]1[C:13]1[C:12]([NH2:11])=[N:17][CH:16]=[CH:15][N:14]=1)[CH3:2]. (2) Given the reactants [C:1]([O:5][C:6]([N:8]1[CH2:13][CH2:12][N:11]([C:14](=[S:20])[N:15]=[CH:16]N(C)C)[CH2:10][CH2:9]1)=[O:7])([CH3:4])([CH3:3])[CH3:2].C(N(CC)CC)C.Br[CH2:29][C:30](=[O:33])[CH2:31][CH3:32], predict the reaction product. The product is: [C:1]([O:5][C:6]([N:8]1[CH2:9][CH2:10][N:11]([C:14]2[S:20][C:29]([C:30](=[O:33])[CH2:31][CH3:32])=[CH:16][N:15]=2)[CH2:12][CH2:13]1)=[O:7])([CH3:2])([CH3:3])[CH3:4].